Dataset: Forward reaction prediction with 1.9M reactions from USPTO patents (1976-2016). Task: Predict the product of the given reaction. (1) Given the reactants [C:1]1([C:37]2[CH:42]=[CH:41][CH:40]=[CH:39][CH:38]=2)[CH:6]=[CH:5][C:4]([C:7]2[N:12]=[C:11]3[C:13]([C:34]#[N:35])=[C:14]([O:24][C@@H:25]4[CH2:29][O:28][C@@H:27]5[C@H:30]([OH:33])[CH2:31][O:32][C@H:26]45)[N:15](COCC[Si](C)(C)C)[C:10]3=[CH:9][C:8]=2[Cl:36])=[CH:3][CH:2]=1.[F-].C([N+](CCCC)(CCCC)CCCC)CCC.C(N)CN, predict the reaction product. The product is: [C:1]1([C:37]2[CH:38]=[CH:39][CH:40]=[CH:41][CH:42]=2)[CH:6]=[CH:5][C:4]([C:7]2[N:12]=[C:11]3[C:13]([C:34]#[N:35])=[C:14]([O:24][C@@H:25]4[CH2:29][O:28][C@@H:27]5[C@H:30]([OH:33])[CH2:31][O:32][C@H:26]45)[NH:15][C:10]3=[CH:9][C:8]=2[Cl:36])=[CH:3][CH:2]=1. (2) Given the reactants [CH3:1][N:2]1[CH2:7][CH2:6][N:5]([C:8]2[CH:13]=[CH:12][C:11]([NH:14][C:15]3[N:20]=[CH:19][C:18]4=[CH:21][CH:22]=[C:23]([C:24]5[CH:25]=[C:26]([CH2:30]O)[CH:27]=[CH:28][CH:29]=5)[N:17]4[N:16]=3)=[CH:10][CH:9]=2)[CH2:4][CH2:3]1.C(N(CC)CC)C.CS(Cl)(=O)=O.S([O-])(=O)(=O)C.[CH3:49][NH:50][S:51]([CH3:54])(=[O:53])=[O:52].[H-].[Na+], predict the reaction product. The product is: [CH3:49][N:50]([CH2:30][C:26]1[CH:27]=[CH:28][CH:29]=[C:24]([C:23]2[N:17]3[C:18]([CH:19]=[N:20][C:15]([NH:14][C:11]4[CH:10]=[CH:9][C:8]([N:5]5[CH2:4][CH2:3][N:2]([CH3:1])[CH2:7][CH2:6]5)=[CH:13][CH:12]=4)=[N:16]3)=[CH:21][CH:22]=2)[CH:25]=1)[S:51]([CH3:54])(=[O:53])=[O:52]. (3) Given the reactants [Cl:1][C:2]1[CH:3]=[C:4]([C:8]2[CH:9]=[C:10]([C:27]([O:29]C)=O)[C:11]3[NH:25][C:14]4=[N:15][C:16]([N:19]5[CH2:24][CH2:23][O:22][CH2:21][CH2:20]5)=[CH:17][CH:18]=[C:13]4[C:12]=3[N:26]=2)[CH:5]=[CH:6][CH:7]=1.[NH3:31], predict the reaction product. The product is: [Cl:1][C:2]1[CH:3]=[C:4]([C:8]2[CH:9]=[C:10]([C:27]([NH2:31])=[O:29])[C:11]3[NH:25][C:14]4=[N:15][C:16]([N:19]5[CH2:24][CH2:23][O:22][CH2:21][CH2:20]5)=[CH:17][CH:18]=[C:13]4[C:12]=3[N:26]=2)[CH:5]=[CH:6][CH:7]=1. (4) Given the reactants [Br:1][C:2]1[CH:7]=[CH:6][C:5]([C@@H:8]2[CH2:11][C@H:10](O)[CH2:9]2)=[CH:4][C:3]=1[F:13].[NH3:14], predict the reaction product. The product is: [Br:1][C:2]1[CH:7]=[CH:6][C:5]([C@H:8]2[CH2:11][C@H:10]([N:14]3[CH2:6][CH2:7][CH2:2][C@H:3]3[CH3:4])[CH2:9]2)=[CH:4][C:3]=1[F:13]. (5) Given the reactants Br[C:2]1[CH:7]=[CH:6][C:5]([F:8])=[CH:4][N:3]=1.Br[C:10]([F:17])([F:16])[C:11]([O:13][CH2:14][CH3:15])=[O:12].O.O.O.P([O-])([O-])(O)=O.[K+].[K+], predict the reaction product. The product is: [F:16][C:10]([F:17])([C:2]1[CH:7]=[CH:6][C:5]([F:8])=[CH:4][N:3]=1)[C:11]([O:13][CH2:14][CH3:15])=[O:12]. (6) The product is: [CH2:9]([O:8][P:6]([CH:11]([CH2:21][CH2:20][CH:19]=[CH2:18])[C:12]([O:14][CH2:15][CH3:16])=[O:13])([O:5][CH2:3][CH3:4])=[O:7])[CH3:10]. Given the reactants [H-].[Na+].[CH2:3]([O:5][P:6]([CH2:11][C:12]([O:14][CH2:15][CH3:16])=[O:13])([O:8][CH2:9][CH3:10])=[O:7])[CH3:4].Br[CH2:18][CH2:19][CH:20]=[CH2:21], predict the reaction product. (7) Given the reactants N#N.[NH2:3][C:4]1[C:8]([Br:9])=[CH:7][NH:6][N:5]=1.CN(/[CH:13]=[C:14](\[Cl:19])/[CH:15]=[N+](C)C)C.F[P-](F)(F)(F)(F)F.C(O)C, predict the reaction product. The product is: [Br:9][C:8]1[CH:7]=[N:6][N:5]2[CH:15]=[C:14]([Cl:19])[CH:13]=[N:3][C:4]=12. (8) Given the reactants [NH2:1][C:2]1[CH:7]=[CH:6][CH:5]=[CH:4][CH:3]=1.[Cl-].[Al+3].[Cl-].[Cl-].[C:12]1([C:29]2[CH:34]=[CH:33][CH:32]=[CH:31][CH:30]=2)[CH:17]=[CH:16][CH:15]=[CH:14][C:13]=1[C:18]1O[C:20]([C:23]2[CH:28]=[CH:27][CH:26]=[CH:25][CH:24]=2)=[N:21][N:22]=1, predict the reaction product. The product is: [C:12]1([C:29]2[CH:30]=[CH:31][CH:32]=[CH:33][CH:34]=2)[CH:17]=[CH:16][CH:15]=[CH:14][C:13]=1[C:18]1[N:1]([C:2]2[CH:7]=[CH:6][CH:5]=[CH:4][CH:3]=2)[C:20]([C:23]2[CH:24]=[CH:25][CH:26]=[CH:27][CH:28]=2)=[N:21][N:22]=1. (9) Given the reactants [CH3:1][NH:2][C:3]1([C:8]#[N:9])[CH2:7][CH2:6]C[CH2:4]1.[O:10]1CCC(=O)C1, predict the reaction product. The product is: [CH3:1][NH:2][C:3]1([C:8]#[N:9])[CH2:7][CH2:6][O:10][CH2:4]1.[CH3:1][NH2:2]. (10) Given the reactants [Cl:1][C:2]1[CH:7]=[CH:6][C:5]([C@H:8]2[N:15]3[C:11]([S:12][C:13]([C:19]([OH:21])=O)=[C:14]3[CH:16]([CH3:18])[CH3:17])=[N:10][C@@:9]2([CH3:28])[C:22]2[CH:27]=[CH:26][CH:25]=[CH:24][CH:23]=2)=[CH:4][CH:3]=1.[NH:29]1[CH2:41][CH2:40][CH2:39][C@H:30]1[C:31]([N:33]1[CH2:38][CH2:37][O:36][CH2:35][CH2:34]1)=[O:32], predict the reaction product. The product is: [Cl:1][C:2]1[CH:3]=[CH:4][C:5]([C@H:8]2[N:15]3[C:11]([S:12][C:13]([C:19]([N:29]4[CH2:41][CH2:40][CH2:39][C@H:30]4[C:31]([N:33]4[CH2:34][CH2:35][O:36][CH2:37][CH2:38]4)=[O:32])=[O:21])=[C:14]3[CH:16]([CH3:18])[CH3:17])=[N:10][C@@:9]2([CH3:28])[C:22]2[CH:27]=[CH:26][CH:25]=[CH:24][CH:23]=2)=[CH:6][CH:7]=1.